This data is from Forward reaction prediction with 1.9M reactions from USPTO patents (1976-2016). The task is: Predict the product of the given reaction. Given the reactants [NH2:1][CH2:2][C:3]12[CH2:12][CH:7]3[CH2:8][CH:9]([CH2:11][C:5]([C:13]([OH:15])=[O:14])([CH2:6]3)[CH2:4]1)[CH2:10]2.Cl.[CH3:17]O, predict the reaction product. The product is: [NH2:1][CH2:2][C:3]12[CH2:12][CH:7]3[CH2:8][CH:9]([CH2:11][C:5]([C:13]([O:15][CH3:17])=[O:14])([CH2:6]3)[CH2:4]1)[CH2:10]2.